From a dataset of Full USPTO retrosynthesis dataset with 1.9M reactions from patents (1976-2016). Predict the reactants needed to synthesize the given product. Given the product [Cl:13][C:12]1[C:3]2[CH2:2][N:29]([CH:27]([C:24]3[CH:25]=[CH:26][C:21]([O:20][C:16]([F:15])([F:30])[CH:17]([F:18])[F:19])=[CH:22][CH:23]=3)[CH3:28])[C:5](=[O:7])[C:4]=2[CH:9]=[CH:10][N:11]=1, predict the reactants needed to synthesize it. The reactants are: Br[CH2:2][C:3]1[C:12]([Cl:13])=[N:11][CH:10]=[CH:9][C:4]=1[C:5]([O:7]C)=O.Cl.[F:15][C:16]([F:30])([O:20][C:21]1[CH:26]=[CH:25][C:24]([CH:27]([NH2:29])[CH3:28])=[CH:23][CH:22]=1)[CH:17]([F:19])[F:18].